Dataset: Forward reaction prediction with 1.9M reactions from USPTO patents (1976-2016). Task: Predict the product of the given reaction. Given the reactants [CH2:1]([C:3]1[S:11][C:6]2=[N:7][CH:8]=[CH:9][CH:10]=[C:5]2[CH:4]=1)[CH3:2].[Cl:12][S:13](O)(=[O:15])=[O:14].P(Cl)(Cl)(Cl)=O.P(Cl)(Cl)(Cl)(Cl)Cl, predict the reaction product. The product is: [CH2:1]([C:3]1[S:11][C:6]2=[N:7][CH:8]=[CH:9][CH:10]=[C:5]2[C:4]=1[S:13]([Cl:12])(=[O:15])=[O:14])[CH3:2].